Dataset: Catalyst prediction with 721,799 reactions and 888 catalyst types from USPTO. Task: Predict which catalyst facilitates the given reaction. (1) Reactant: C(NC(C)C)(C)C.C([Mg]Br)C.[C:12]([O:15][C:16]([CH3:19])([CH3:18])[CH3:17])(=[O:14])[CH3:13].[Br:20][C:21]1[CH:22]=[C:23]([C:27]#[N:28])[CH:24]=[N:25][CH:26]=1.[Cl-].[NH4+]. Product: [NH2:28][C:27]([C:23]1[CH:24]=[N:25][CH:26]=[C:21]([Br:20])[CH:22]=1)=[CH:13][C:12]([O:15][C:16]([CH3:19])([CH3:18])[CH3:17])=[O:14]. The catalyst class is: 27. (2) Reactant: C([Li])CCC.CCCCCC.[C:12]([O:16][C:17]([N:19]1[CH2:23][C:22]2([CH2:28][CH2:27][C:26]([N:34]([CH3:36])[CH3:35])([C:29]3[S:30][CH:31]=[CH:32][CH:33]=3)[CH2:25][CH2:24]2)[CH2:21][CH2:20]1)=[O:18])([CH3:15])([CH3:14])[CH3:13].C1(S(N([F:56])S(C2C=CC=CC=2)(=O)=O)(=O)=O)C=CC=CC=1.[Cl-].[NH4+]. Product: [C:12]([O:16][C:17]([N:19]1[CH2:20][CH2:21][C:22]2([CH2:28][CH2:27][C:26]([N:34]([CH3:36])[CH3:35])([C:29]3[S:30][C:31]([F:56])=[CH:32][CH:33]=3)[CH2:25][CH2:24]2)[CH2:23]1)=[O:18])([CH3:15])([CH3:14])[CH3:13]. The catalyst class is: 7. (3) Reactant: [Cl:1][C:2]1[CH:3]=[C:4]([C:10]([OH:12])=[O:11])[CH:5]=[N:6][C:7]=1[NH:8][NH2:9].[C:13]1([CH:19]([N:27]=[C:28]=[S:29])[CH2:20][C:21]2[CH:26]=[CH:25][CH:24]=[CH:23][CH:22]=2)[CH:18]=[CH:17][CH:16]=[CH:15][CH:14]=1. Product: [Cl:1][C:2]1[CH:3]=[C:4]([C:10]([OH:12])=[O:11])[CH:5]=[N:6][C:7]=1[NH:8][NH:9][C:28]([NH:27][CH:19]([C:13]1[CH:18]=[CH:17][CH:16]=[CH:15][CH:14]=1)[CH2:20][C:21]1[CH:26]=[CH:25][CH:24]=[CH:23][CH:22]=1)=[S:29]. The catalyst class is: 44. (4) Reactant: [F:1][C:2]([F:23])([F:22])[C:3]1[CH:4]=[C:5]([CH:19]=[CH:20][CH:21]=1)[CH2:6][N:7]1[CH2:10][CH:9]([NH:11]C(=O)OC(C)(C)C)[CH2:8]1.[ClH:24]. Product: [ClH:24].[F:22][C:2]([F:1])([F:23])[C:3]1[CH:4]=[C:5]([CH:19]=[CH:20][CH:21]=1)[CH2:6][N:7]1[CH2:8][CH:9]([NH2:11])[CH2:10]1. The catalyst class is: 71. (5) Reactant: [C:1]([O:5][C:6]([NH:8][C@@H:9]1[CH2:13][CH2:12][C@:11]([CH:17]([CH3:19])[CH3:18])([C:14]([OH:16])=O)[CH2:10]1)=[O:7])([CH3:4])([CH3:3])[CH3:2].Cl.Cl.[F:22][C:23]([F:37])([F:36])[C:24]1[CH:29]=[CH:28][N:27]=[C:26]([C:30]2[CH2:31][CH2:32][NH:33][CH2:34][CH:35]=2)[CH:25]=1.C(N(CC)CC)C.F[P-](F)(F)(F)(F)F.N1(O[P+](N(C)C)(N(C)C)N(C)C)C2C=CC=CC=2N=N1. Product: [CH:17]([C@:11]1([C:14]([N:33]2[CH2:34][CH:35]=[C:30]([C:26]3[CH:25]=[C:24]([C:23]([F:37])([F:22])[F:36])[CH:29]=[CH:28][N:27]=3)[CH2:31][CH2:32]2)=[O:16])[CH2:12][CH2:13][C@@H:9]([NH:8][C:6](=[O:7])[O:5][C:1]([CH3:2])([CH3:3])[CH3:4])[CH2:10]1)([CH3:19])[CH3:18]. The catalyst class is: 2.